Dataset: Full USPTO retrosynthesis dataset with 1.9M reactions from patents (1976-2016). Task: Predict the reactants needed to synthesize the given product. (1) Given the product [CH2:38]([CH:45]1[CH2:35][CH2:34][N:33]([C:31]([NH:21][CH2:20][CH2:19][CH2:18][CH2:17][N:14]2[CH2:15][CH2:16][N:11]([C:9]3[CH:8]=[C:7]([C:22]([F:24])([F:25])[F:23])[N:6]=[C:5]([C:1]([CH3:4])([CH3:2])[CH3:3])[N:10]=3)[CH2:12][CH2:13]2)=[O:32])[CH2:37][CH2:46]1)[C:39]1[CH:44]=[CH:43][CH:42]=[CH:41][CH:40]=1, predict the reactants needed to synthesize it. The reactants are: [C:1]([C:5]1[N:10]=[C:9]([N:11]2[CH2:16][CH2:15][N:14]([CH2:17][CH2:18][CH2:19][CH2:20][NH2:21])[CH2:13][CH2:12]2)[CH:8]=[C:7]([C:22]([F:25])([F:24])[F:23])[N:6]=1)([CH3:4])([CH3:3])[CH3:2].C1N=CN([C:31]([N:33]2[CH:37]=N[CH:35]=[CH:34]2)=[O:32])C=1.[CH2:38]([CH:45]1CCNC[CH2:46]1)[C:39]1[CH:44]=[CH:43][CH:42]=[CH:41][CH:40]=1. (2) Given the product [Cl:7][C:6]1[C:5](=[O:8])[N:4]([CH2:9][CH3:10])[C:3](=[O:11])[C:2]=1[S:12][C:13]1[CH:18]=[CH:17][CH:16]=[CH:15][C:14]=1[OH:19], predict the reactants needed to synthesize it. The reactants are: Cl[C:2]1[C:3](=[O:11])[N:4]([CH2:9][CH3:10])[C:5](=[O:8])[C:6]=1[Cl:7].[SH:12][C:13]1[CH:18]=[CH:17][CH:16]=[CH:15][C:14]=1[OH:19]. (3) Given the product [CH:19]([C:9]1[N:8]=[C:7]([C:1]#[N:2])[CH:12]=[C:11]([C:13]2[CH:18]=[CH:17][CH:16]=[CH:15][CH:14]=2)[N:10]=1)([CH3:21])[CH3:20], predict the reactants needed to synthesize it. The reactants are: [CH3:1][N:2](C)C=O.Cl[C:7]1[CH:12]=[C:11]([C:13]2[CH:18]=[CH:17][CH:16]=[CH:15][CH:14]=2)[N:10]=[C:9]([CH:19]([CH3:21])[CH3:20])[N:8]=1.